This data is from Reaction yield outcomes from USPTO patents with 853,638 reactions. The task is: Predict the reaction yield, written as a fraction of the theoretical maximum amount of product (1.0 means a 100% yield; for example, 0.34 means a 34% yield). (1) The reactants are [CH3:1][O:2][C:3]1[CH:4]=[C:5]([NH:11][S:12]([CH2:15][C:16]([O:18][CH3:19])=[O:17])(=[O:14])=[O:13])[CH:6]=[CH:7][C:8]=1[O:9][CH3:10].[C:20](O[C:20]([O:22][C:23]([CH3:26])([CH3:25])[CH3:24])=[O:21])([O:22][C:23]([CH3:26])([CH3:25])[CH3:24])=[O:21]. The catalyst is CN(C1C=CN=CC=1)C.C(Cl)Cl. The product is [C:23]([O:22][C:20]([N:11]([C:5]1[CH:6]=[CH:7][C:8]([O:9][CH3:10])=[C:3]([O:2][CH3:1])[CH:4]=1)[S:12]([CH2:15][C:16]([O:18][CH3:19])=[O:17])(=[O:14])=[O:13])=[O:21])([CH3:26])([CH3:25])[CH3:24]. The yield is 0.677. (2) The reactants are [I:1][C:2]1[CH:3]=[C:4]([C:8]2[C:12]3[CH:13]=[CH:14][C:15]([OH:18])=[C:16]([OH:17])[C:11]=3[O:10][N:9]=2)[CH:5]=[CH:6][CH:7]=1.[F-].[K+].[CH3:21]N(C=O)C.BrCBr. The catalyst is O.CCOC(C)=O. The product is [I:1][C:2]1[CH:3]=[C:4]([C:8]2[C:12]3[CH:13]=[CH:14][C:15]4[O:18][CH2:21][O:17][C:16]=4[C:11]=3[O:10][N:9]=2)[CH:5]=[CH:6][CH:7]=1. The yield is 0.540. (3) The reactants are [CH3:1][C:2]1[N:6]=[CH:5][N:4]([C:7]2[CH:12]=[CH:11][C:10]([OH:13])=[CH:9][CH:8]=2)[N:3]=1.C([O-])([O-])=O.[K+].[K+].Cl[CH2:21][C:22]1[N:23]=[C:24]([CH:27]2[CH2:32][CH2:31][CH:30]([O:33][C:34]3[N:39]=[CH:38][C:37]([CH2:40][CH3:41])=[CH:36][N:35]=3)[CH2:29][CH2:28]2)[S:25][CH:26]=1. The catalyst is CC#N. The yield is 0.570. The product is [CH2:40]([C:37]1[CH:38]=[N:39][C:34]([O:33][CH:30]2[CH2:29][CH2:28][CH:27]([C:24]3[S:25][CH:26]=[C:22]([CH2:21][O:13][C:10]4[CH:11]=[CH:12][C:7]([N:4]5[CH:5]=[N:6][C:2]([CH3:1])=[N:3]5)=[CH:8][CH:9]=4)[N:23]=3)[CH2:32][CH2:31]2)=[N:35][CH:36]=1)[CH3:41]. (4) The reactants are [C:1]([C:5]1[CH:9]=[C:8]([NH:10][C:11]([NH:13][C@@H:14]2[C:23]3[C:18](=[CH:19][CH:20]=[CH:21][CH:22]=3)[C@H:17]([O:24][C:25]3[CH:26]=[CH:27][C:28]4[N:29]([C:31]([C@@H:34]5[CH2:38][CH2:37][CH2:36][N:35]5[CH3:39])=[N:32][N:33]=4)[CH:30]=3)[CH2:16][CH2:15]2)=[O:12])[N:7]([C:40]2[CH:41]=[C:42]([CH:49]=[CH:50][CH:51]=2)[CH2:43][O:44]S(C)(=O)=O)[N:6]=1)([CH3:4])([CH3:3])[CH3:2].[CH3:52][N:53]1[CH2:58][CH2:57][NH:56][CH2:55][CH2:54]1.[CH2:59]1C[O:62]CC1. The catalyst is C(Cl)Cl. The product is [CH:43]([OH:44])=[O:62].[C:1]([C:5]1[CH:9]=[C:8]([NH:10][C:11]([NH:13][C@@H:14]2[C:23]3[C:18](=[CH:19][CH:20]=[CH:21][CH:22]=3)[C@H:17]([O:24][C:25]3[CH:26]=[CH:27][C:28]4[N:29]([C:31]([C@@H:34]5[CH2:38][CH2:37][CH2:36][N:35]5[CH3:39])=[N:32][N:33]=4)[CH:30]=3)[CH2:16][CH2:15]2)=[O:12])[N:7]([C:40]2[CH:41]=[CH:42][CH:49]=[C:50]([CH2:52][N:53]3[CH2:58][CH2:57][N:56]([CH3:59])[CH2:55][CH2:54]3)[CH:51]=2)[N:6]=1)([CH3:2])([CH3:3])[CH3:4]. The yield is 0.270. (5) The catalyst is C(OCC)C.[Ti](Cl)(Cl)(Cl)Cl. The reactants are [CH3:1][Li].[CH3:3][C:4]1[CH:11]=[C:10]([N+:12]([O-:14])=[O:13])[CH:9]=[CH:8][C:5]=1[CH:6]=[O:7]. The product is [CH3:3][C:4]1[CH:11]=[C:10]([N+:12]([O-:14])=[O:13])[CH:9]=[CH:8][C:5]=1[CH:6]([OH:7])[CH3:1]. The yield is 0.900. (6) The yield is 0.340. The catalyst is C(O)C.CN(C=O)C. The reactants are BrC1C(N2CCN(C(NC3C=CC=CC=3)=O)CC2)=C2N=C(C3C=CC(N(C)C)=CC=3)NC2=NC=1.[Br:35][C:36]1[C:37]([N:46]2[CH2:51][CH2:50][N:49]([CH2:52][C:53]3[CH:54]=[N:55][CH:56]=[CH:57][CH:58]=3)[CH2:48][CH2:47]2)=[C:38]([N+:43]([O-])=O)[C:39]([NH2:42])=[N:40][CH:41]=1.[O-]S(S([O-])=O)=O.[Na+].[Na+].[CH3:67][N:68]1[C:72]([CH3:73])=[C:71]([CH:74]=O)[C:70]([CH3:76])=[N:69]1. The product is [Br:35][C:36]1[C:37]([N:46]2[CH2:51][CH2:50][N:49]([CH2:52][C:53]3[CH:54]=[N:55][CH:56]=[CH:57][CH:58]=3)[CH2:48][CH2:47]2)=[C:38]2[N:43]=[C:74]([C:71]3[C:70]([CH3:76])=[N:69][N:68]([CH3:67])[C:72]=3[CH3:73])[NH:42][C:39]2=[N:40][CH:41]=1. (7) The reactants are [CH3:1][CH2:2][CH2:3][CH2:4][CH2:5][CH2:6][CH2:7][CH:8]([OH:20])[CH:9]([OH:19])[CH2:10][C:11]#[C:12][C:13]#[C:14][CH:15]([OH:18])[CH:16]=[CH2:17].CO[C:23](OC)([CH3:25])[CH3:24].[CH3:28][C:29]1C=CC(S(O)(=O)=O)=[CH:33][CH:34]=1.O. The catalyst is C1COCC1. The product is [CH2:7]([C@H:8]1[O:20][C:23]([CH3:25])([CH3:24])[O:19][C@@H:9]1[CH2:10][C:11]#[C:12][C:13]#[C:14][C@@H:15]([C:16]1[CH:33]=[CH:34][CH:29]=[CH:28][CH:17]=1)[OH:18])[CH2:6][CH2:5][CH2:4][CH2:3][CH2:2][CH3:1]. The yield is 0.970. (8) The reactants are [CH3:1][C:2]1([CH3:33])[CH2:15][CH:14]=[C:13]([C:16]2[CH:21]=[CH:20][CH:19]=[C:18]([CH3:22])[CH:17]=2)[C:12]2[CH:11]=[C:10]3[C:5]([CH:6]=[CH:7][C:8]([C:23]4[CH:32]=[CH:31][C:26]([C:27]([O:29][CH3:30])=[O:28])=[CH:25][CH:24]=4)=[CH:9]3)=[CH:4][C:3]1=2.[Se](=O)=[O:35]. The catalyst is O1CCOCC1.C(OCC)(=O)C. The product is [CH3:1][C:2]1([CH3:33])[C:15](=[O:35])[CH:14]=[C:13]([C:16]2[CH:21]=[CH:20][CH:19]=[C:18]([CH3:22])[CH:17]=2)[C:12]2[CH:11]=[C:10]3[C:5]([CH:6]=[CH:7][C:8]([C:23]4[CH:24]=[CH:25][C:26]([C:27]([O:29][CH3:30])=[O:28])=[CH:31][CH:32]=4)=[CH:9]3)=[CH:4][C:3]1=2. The yield is 0.830.